Dataset: Retrosynthesis with 50K atom-mapped reactions and 10 reaction types from USPTO. Task: Predict the reactants needed to synthesize the given product. (1) Given the product Cn1cnc([N+](=O)[O-])c1NCCN1CCC(Nc2nc3cccnc3n2Cc2ccc(F)cc2)CC1, predict the reactants needed to synthesize it. The reactants are: Cn1cnc([N+](=O)[O-])c1Cl.NCCN1CCC(Nc2nc3cccnc3n2Cc2ccc(F)cc2)CC1. (2) Given the product C[C@H](Nc1c(-c2c(F)cc(F)cc2F)c(Br)nc2ncnn12)C(F)(F)F, predict the reactants needed to synthesize it. The reactants are: C[C@H](N)C(F)(F)F.Fc1cc(F)c(-c2c(Br)nc3ncnn3c2Br)c(F)c1. (3) Given the product COc1ccc2[nH]c(-c3ccccc3)c(CCCN3CCC(c4cccc(NC(=O)C(C)C)c4)CC3)c2c1, predict the reactants needed to synthesize it. The reactants are: CC(C)C(=O)Nc1cccc(C2CCN(CCCc3c(-c4ccccc4)n(-c4ccccc4)c4ccccc34)CC2)c1.COc1ccc(NN)cc1.